From a dataset of Reaction yield outcomes from USPTO patents with 853,638 reactions. Predict the reaction yield, written as a fraction of the theoretical maximum amount of product (1.0 means a 100% yield; for example, 0.34 means a 34% yield). (1) The reactants are C1(C2C3C(=CC(C(O)=O)=CC=3)N(CC(N3CCOCC3)=O)C=2C2C=CC(C3C=CC(N(C)C)=CC=3)=CC=2)CCCCC1.C[O:44][C:45]([C:47]1[CH:55]=[C:54]2[C:50]([C:51]([CH:79]3[CH2:84][CH2:83][CH2:82][CH2:81][CH2:80]3)=[C:52]([C:65]3[CH:70]=[CH:69][C:68](OS(C(F)(F)F)(=O)=O)=[CH:67][CH:66]=3)[N:53]2[CH2:56][C:57]([N:59]2[CH2:64][CH2:63][O:62][CH2:61][CH2:60]2)=[O:58])=[CH:49][CH:48]=1)=[O:46].[Cl:85][C:86]1[S:90][C:89](B(O)O)=[CH:88][CH:87]=1. No catalyst specified. The product is [Cl:85][C:86]1[S:90][C:89]([C:68]2[CH:69]=[CH:70][C:65]([C:52]3[N:53]([CH2:56][C:57]([N:59]4[CH2:60][CH2:61][O:62][CH2:63][CH2:64]4)=[O:58])[C:54]4[C:50]([C:51]=3[CH:79]3[CH2:80][CH2:81][CH2:82][CH2:83][CH2:84]3)=[CH:49][CH:48]=[C:47]([C:45]([OH:44])=[O:46])[CH:55]=4)=[CH:66][CH:67]=2)=[CH:88][CH:87]=1. The yield is 0.260. (2) The reactants are [Si]([O:8][CH2:9][C@@H:10]1[CH2:14][C:13]([CH3:15])=[CH:12][N:11]1[C:16]([C:18]1[CH:23]=[C:22]([O:24][CH3:25])[C:21]([O:26][Si:27]([CH:34]([CH3:36])[CH3:35])([CH:31]([CH3:33])[CH3:32])[CH:28]([CH3:30])[CH3:29])=[CH:20][C:19]=1[NH:37][C:38]([O:40][CH2:41][C:42]1[CH:47]=[CH:46][C:45]([NH:48][NH:49][CH:50]([CH3:66])[C:51]([NH:53][CH:54]([CH:63]([CH3:65])[CH3:64])[C:55](=[O:62])[C:56]([O:58][CH2:59][CH:60]=[CH2:61])=[O:57])=[O:52])=[CH:44][CH:43]=1)=[O:39])=[O:17])(C(C)(C)C)(C)C. The catalyst is C(O)(=O)C.CO.O1CCCC1.O.C(OCC)(=O)C. The yield is 0.800. The product is [OH:8][CH2:9][C@@H:10]1[CH2:14][C:13]([CH3:15])=[CH:12][N:11]1[C:16]([C:18]1[CH:23]=[C:22]([O:24][CH3:25])[C:21]([O:26][Si:27]([CH:31]([CH3:32])[CH3:33])([CH:34]([CH3:35])[CH3:36])[CH:28]([CH3:30])[CH3:29])=[CH:20][C:19]=1[NH:37][C:38]([O:40][CH2:41][C:42]1[CH:43]=[CH:44][C:45]([NH:48][NH:49][CH:50]([CH3:66])[C:51]([NH:53][CH:54]([CH:63]([CH3:65])[CH3:64])[C:55](=[O:62])[C:56]([O:58][CH2:59][CH:60]=[CH2:61])=[O:57])=[O:52])=[CH:46][CH:47]=1)=[O:39])=[O:17].